Dataset: Forward reaction prediction with 1.9M reactions from USPTO patents (1976-2016). Task: Predict the product of the given reaction. (1) The product is: [O:1]1[CH2:6][CH2:5][CH:4]([O:7][S:14]([C:11]2[CH:12]=[CH:13][C:8]([CH3:18])=[CH:9][CH:10]=2)(=[O:16])=[O:15])[CH2:3][CH2:2]1. Given the reactants [O:1]1[CH2:6][CH2:5][CH:4]([OH:7])[CH2:3][CH2:2]1.[C:8]1([CH3:18])[CH:13]=[CH:12][C:11]([S:14](Cl)(=[O:16])=[O:15])=[CH:10][CH:9]=1, predict the reaction product. (2) Given the reactants [CH3:1][O:2][C:3]1[CH:4]=[C:5]([CH2:9][CH2:10][C:11]2[NH:15][N:14]=[C:13]([NH2:16])[CH:12]=2)[CH:6]=[N:7][CH:8]=1.Cl[C:18]1[CH:23]=[CH:22][N:21]=[C:20]([NH:24][CH2:25][C:26]2[O:30][N:29]=[C:28]([CH2:31]Cl)[CH:27]=2)[N:19]=1.Cl.O1CCOCC1.[CH3:40][NH:41][CH3:42], predict the reaction product. The product is: [CH3:40][N:41]([CH2:31][C:28]1[CH:27]=[C:26]([CH2:25][NH:24][C:20]2[N:21]=[C:22]([NH:16][C:13]3[CH:12]=[C:11]([CH2:10][CH2:9][C:5]4[CH:6]=[N:7][CH:8]=[C:3]([O:2][CH3:1])[CH:4]=4)[NH:15][N:14]=3)[CH:23]=[CH:18][N:19]=2)[O:30][N:29]=1)[CH3:42]. (3) Given the reactants [Br:1][C:2]1[C:11]2[CH2:10][CH2:9][CH2:8][C:7]([OH:35])([C:12]3[S:13][C:14]([C:17]4[CH:22]=[C:21]([CH3:23])[CH:20]=[C:19]([NH:24][C:25]5[CH:30]=[C:29]([C:31]([F:34])([F:33])[F:32])[CH:28]=[CH:27][N:26]=5)[N:18]=4)=[CH:15][N:16]=3)[C:6]=2[CH:5]=[CH:4][C:3]=1[C:36]([O:38]C)=[O:37].[OH-].[K+], predict the reaction product. The product is: [Br:1][C:2]1[C:11]2[CH2:10][CH2:9][CH2:8][C:7]([OH:35])([C:12]3[S:13][C:14]([C:17]4[CH:22]=[C:21]([CH3:23])[CH:20]=[C:19]([NH:24][C:25]5[CH:30]=[C:29]([C:31]([F:32])([F:34])[F:33])[CH:28]=[CH:27][N:26]=5)[N:18]=4)=[CH:15][N:16]=3)[C:6]=2[CH:5]=[CH:4][C:3]=1[C:36]([OH:38])=[O:37]. (4) Given the reactants CC12[O:10][B:9]([C@@H:11]([NH:28][C:29]([C:31]3([C:34]4[CH:39]=[CH:38][CH:37]=[CH:36][CH:35]=4)[CH2:33][CH2:32]3)=[O:30])[CH2:12][C:13]3[C:14](OC)=[C:15]([CH:23]=[CH:24][CH:25]=3)[C:16]([O:18]C(C)(C)C)=[O:17])[O:8]C1CC1CC2C1(C)C.B(Cl)(Cl)Cl, predict the reaction product. The product is: [OH:8][B:9]1[C@@H:11]([NH:28][C:29]([C:31]2([C:34]3[CH:35]=[CH:36][CH:37]=[CH:38][CH:39]=3)[CH2:32][CH2:33]2)=[O:30])[CH2:12][C:13]2[CH:25]=[CH:24][CH:23]=[C:15]([C:16]([OH:18])=[O:17])[C:14]=2[O:10]1. (5) Given the reactants [CH2:1]([C:4]1([CH3:22])[O:9][C:8](=[O:10])[NH:7][C:6]2[CH:11]=[CH:12][C:13]([C:15]3[CH:20]=[CH:19][CH:18]=[C:17]([Cl:21])[CH:16]=3)=[CH:14][C:5]1=2)[CH:2]=[CH2:3].ClC(Cl)(OC(=O)OC(Cl)(Cl)Cl)Cl, predict the reaction product. The product is: [CH2:1]([C:4]1([CH3:22])[O:9][C:8](=[O:10])[NH:7][C:6]2[CH:11]=[CH:12][C:13]([C:15]3[CH:20]=[CH:19][CH:18]=[C:17]([Cl:21])[CH:16]=3)=[CH:14][C:5]1=2)[C:2]1[CH:3]=[CH:2][CH:1]=[CH:4][CH:3]=1. (6) Given the reactants COC1C=CC(C[CH2:8][NH:9][C:10]2[CH:19]=[C:18]3[C:13]([CH:14]=[C:15]([C:22]4[CH:27]=[C:26]([NH2:28])[C:25]([F:29])=[CH:24][C:23]=4[CH3:30])[C:16](=[O:21])[N:17]3[CH3:20])=[CH:12][N:11]=2)=CC=1.C(C(O)=O)(F)(F)F.C([O-])([O-])=O.[Na+].[Na+], predict the reaction product. The product is: [NH2:28][C:26]1[C:25]([F:29])=[CH:24][C:23]([CH3:30])=[C:22]([C:15]2[C:16](=[O:21])[N:17]([CH3:20])[C:18]3[C:13]([CH:14]=2)=[CH:12][N:11]=[C:10]([NH:9][CH3:8])[CH:19]=3)[CH:27]=1. (7) Given the reactants CC(C1C=C(C(C)C)C(C2C=CC=CC=2P(C2CCCCC2)C2CCCCC2)=C(C(C)C)C=1)C.[O:35]1[CH2:40][CH2:39][N:38]([C:41]2[C:46]([NH2:47])=[CH:45][C:44]([N:48]3[CH2:53][CH2:52][O:51][CH2:50][CH2:49]3)=[CH:43][N:42]=2)[CH2:37][CH2:36]1.Cl[C:55]1[C:64]2[C:59](=[CH:60][C:61]([O:66][CH3:67])=[C:62]([Cl:65])[CH:63]=2)[N:58]=[C:57]([C:68]2[CH:73]=[CH:72][CH:71]=[CH:70][N:69]=2)[C:56]=1[CH3:74].CC(C)([O-])C.[Na+], predict the reaction product. The product is: [Cl:65][C:62]1[CH:63]=[C:64]2[C:59](=[CH:60][C:61]=1[O:66][CH3:67])[N:58]=[C:57]([C:68]1[CH:73]=[CH:72][CH:71]=[CH:70][N:69]=1)[C:56]([CH3:74])=[C:55]2[NH:47][C:46]1[C:41]([N:38]2[CH2:39][CH2:40][O:35][CH2:36][CH2:37]2)=[N:42][CH:43]=[C:44]([N:48]2[CH2:49][CH2:50][O:51][CH2:52][CH2:53]2)[CH:45]=1.